This data is from Forward reaction prediction with 1.9M reactions from USPTO patents (1976-2016). The task is: Predict the product of the given reaction. (1) The product is: [CH2:30]([O:31][C:15]([C:14]1[CH:13]=[C:12]([C:19]#[N:20])[C:11](=[O:10])[NH:6][C:5]=1[CH2:4][CH2:2][O:3][CH3:24])=[O:16])[CH3:29]. Given the reactants C(#N)[CH:2]([CH2:4][C:5]#[N:6])[OH:3].C([O:10][C:11](=O)[C:12](=[CH:19][N:20](C)C)[C:13](=O)[CH2:14][CH2:15][O:16]C)C.[CH3:24]C(O)=O.O.[CH3:29][CH2:30][OH:31], predict the reaction product. (2) Given the reactants Cl.Cl.Cl.[S:4]1[C:8]2[CH:9]=[C:10]([NH:13][C:14]3[C:15]4[CH:22]=[C:21]([C:23]5[CH2:24][CH2:25][NH:26][CH2:27][CH:28]=5)[NH:20][C:16]=4[N:17]=[CH:18][N:19]=3)[CH:11]=[CH:12][C:7]=2[N:6]=[CH:5]1.Cl.[N:30]1[CH:35]=[CH:34][CH:33]=[C:32]([CH2:36][C:37](O)=[O:38])[CH:31]=1.C(Cl)CCl.C(N(CC)C(C)C)(C)C, predict the reaction product. The product is: [S:4]1[C:8]2[CH:9]=[C:10]([NH:13][C:14]3[C:15]4[CH:22]=[C:21]([C:23]5[CH2:24][CH2:25][N:26]([C:37](=[O:38])[CH2:36][C:32]6[CH:31]=[N:30][CH:35]=[CH:34][CH:33]=6)[CH2:27][CH:28]=5)[NH:20][C:16]=4[N:17]=[CH:18][N:19]=3)[CH:11]=[CH:12][C:7]=2[N:6]=[CH:5]1.